Dataset: Peptide-MHC class II binding affinity with 134,281 pairs from IEDB. Task: Regression. Given a peptide amino acid sequence and an MHC pseudo amino acid sequence, predict their binding affinity value. This is MHC class II binding data. The MHC is DRB1_1101 with pseudo-sequence DRB1_1101. The binding affinity (normalized) is 0. The peptide sequence is TKQQVFIQSEDPPVL.